This data is from Forward reaction prediction with 1.9M reactions from USPTO patents (1976-2016). The task is: Predict the product of the given reaction. Given the reactants [NH2:1][C:2]1[N:11]=[C:10]([C:12]([N:14]2[CH2:22][C:21]3[C:16](=[CH:17][CH:18]=[CH:19][CH:20]=3)[CH2:15]2)=[O:13])[C:9]2[C:4](=[CH:5][CH:6]=[C:7]([C:23]3[CH:28]=[C:27]([F:29])[C:26]([F:30])=[CH:25][C:24]=3[CH2:31]O)[CH:8]=2)[N:3]=1.S(Cl)([Cl:35])=O, predict the reaction product. The product is: [NH2:1][C:2]1[N:11]=[C:10]([C:12]([N:14]2[CH2:22][C:21]3[C:16](=[CH:17][CH:18]=[CH:19][CH:20]=3)[CH2:15]2)=[O:13])[C:9]2[C:4](=[CH:5][CH:6]=[C:7]([C:23]3[CH:28]=[C:27]([F:29])[C:26]([F:30])=[CH:25][C:24]=3[CH2:31][Cl:35])[CH:8]=2)[N:3]=1.